This data is from Full USPTO retrosynthesis dataset with 1.9M reactions from patents (1976-2016). The task is: Predict the reactants needed to synthesize the given product. (1) Given the product [F:24][C:18]1[CH:19]=[CH:20][C:21]([F:23])=[CH:22][C:17]=1[CH:9]([S:10][C:11]1[CH:16]=[CH:15][CH:14]=[CH:13][CH:12]=1)[C:5]1[C:6]([CH3:8])=[CH:7][C:2]([CH:32]=[O:33])=[N:3][CH:4]=1, predict the reactants needed to synthesize it. The reactants are: Br[C:2]1[CH:7]=[C:6]([CH3:8])[C:5]([CH:9]([C:17]2[CH:22]=[C:21]([F:23])[CH:20]=[CH:19][C:18]=2[F:24])[S:10][C:11]2[CH:16]=[CH:15][CH:14]=[CH:13][CH:12]=2)=[CH:4][N:3]=1.C([Li])CCC.CN(C)[CH:32]=[O:33].O. (2) Given the product [F:14][C:15]([F:17])([F:16])[CH:8]([C:7]1[CH:10]=[CH:11][CH:12]=[CH:13][C:6]=1[N:1]1[CH:5]=[CH:4][CH:3]=[N:2]1)[OH:9], predict the reactants needed to synthesize it. The reactants are: [N:1]1([C:6]2[CH:13]=[CH:12][CH:11]=[CH:10][C:7]=2[CH:8]=[O:9])[CH:5]=[CH:4][CH:3]=[N:2]1.[F:14][C:15]([Si](C)(C)C)([F:17])[F:16]. (3) The reactants are: Br[C:2]1[C:3]([CH3:17])=[CH:4][C:5]2[C:10]([CH3:12])([CH3:11])[O:9][C:8](=[O:13])[N:7]([CH2:14][CH3:15])[C:6]=2[CH:16]=1.[F:18][C:19]([F:33])([F:32])[O:20][C:21]1[CH:26]=[CH:25][C:24]([CH:27]=[O:28])=[CH:23][C:22]=1B(O)O.C1(C)C=CC=CC=1.C([O-])([O-])=O.[K+].[K+]. Given the product [CH2:14]([N:7]1[C:6]2[CH:16]=[C:2]([C:26]3[CH:25]=[C:24]([CH:23]=[CH:22][C:21]=3[O:20][C:19]([F:18])([F:32])[F:33])[CH:27]=[O:28])[C:3]([CH3:17])=[CH:4][C:5]=2[C:10]([CH3:12])([CH3:11])[O:9][C:8]1=[O:13])[CH3:15], predict the reactants needed to synthesize it. (4) Given the product [CH2:1]([O:3][C:4]([C:6]1[CH:7]=[C:8]2[C:13](=[CH:14][CH:15]=1)[NH:12][CH:11]([C:16]1[CH:17]=[C:18]([C:22]3[CH:23]=[CH:24][C:25]([C:28](=[O:30])[NH:44][CH:45]([CH3:50])[CH3:46])=[CH:26][CH:27]=3)[CH:19]=[CH:20][CH:21]=1)[C:10]([CH3:32])([CH3:31])[CH2:9]2)=[O:5])[CH3:2], predict the reactants needed to synthesize it. The reactants are: [CH2:1]([O:3][C:4]([C:6]1[CH:7]=[C:8]2[C:13](=[CH:14][CH:15]=1)[NH:12][CH:11]([C:16]1[CH:17]=[C:18]([C:22]3[CH:27]=[CH:26][C:25]([C:28]([OH:30])=O)=[CH:24][CH:23]=3)[CH:19]=[CH:20][CH:21]=1)[C:10]([CH3:32])([CH3:31])[CH2:9]2)=[O:5])[CH3:2].C[NH3+].F[P-](F)(F)(F)(F)F.N1(OC(N(C)C)=[N+](C)C)[C:46]2N=CC=[CH:50][C:45]=2[N:44]=N1.F[P-](F)(F)(F)(F)F.C(N(CC)CC)C.C(N)(C)C. (5) Given the product [F:7][C:8]1[CH:31]=[CH:30][CH:29]=[C:28]([F:32])[C:9]=1[CH2:10][O:11][C:12]1[C:13]2[N:14]([C:19]([C:23]3[CH:27]=[N:26][N:25]([CH2:34][CH2:35][CH2:36][C:37]#[N:38])[CH:24]=3)=[C:20]([CH3:22])[N:21]=2)[CH:15]=[C:16]([CH3:18])[CH:17]=1, predict the reactants needed to synthesize it. The reactants are: CC(C)([O-])C.[K+].[F:7][C:8]1[CH:31]=[CH:30][CH:29]=[C:28]([F:32])[C:9]=1[CH2:10][O:11][C:12]1[C:13]2[N:14]([C:19]([C:23]3[CH:24]=[N:25][NH:26][CH:27]=3)=[C:20]([CH3:22])[N:21]=2)[CH:15]=[C:16]([CH3:18])[CH:17]=1.Br[CH2:34][CH2:35][CH2:36][C:37]#[N:38].[I-].[K+]. (6) Given the product [C:1]([O:5][C:6]([N:8]1[C:12]([CH3:14])([CH3:13])[CH2:11][CH2:10][C@@H:9]1[C@@H:15]([OH:39])[C@@H:16]([NH2:24])[CH2:17][C:18]1[CH:19]=[CH:20][CH:21]=[CH:22][CH:23]=1)=[O:7])([CH3:2])([CH3:3])[CH3:4], predict the reactants needed to synthesize it. The reactants are: [C:1]([O:5][C:6]([N:8]1[C:12]([CH3:14])([CH3:13])[CH2:11][CH2:10][C@@H:9]1[C@@H:15]([OH:39])[C@@H:16]([N:24](CC1C=CC=CC=1)CC1C=CC=CC=1)[CH2:17][C:18]1[CH:23]=[CH:22][CH:21]=[CH:20][CH:19]=1)=[O:7])([CH3:4])([CH3:3])[CH3:2].[H][H].